From a dataset of Full USPTO retrosynthesis dataset with 1.9M reactions from patents (1976-2016). Predict the reactants needed to synthesize the given product. (1) Given the product [Cl:1][C:2]1[CH:3]=[C:4]2[C:8](=[CH:9][CH:10]=1)[NH:7][CH:6]=[C:5]2[CH2:11][CH2:12][NH:13][C:14]([C:15]1[CH:16]=[C:17]([C:28]2[CH:27]=[CH:26][CH:25]=[C:24]([F:23])[CH:29]=2)[CH:18]=[CH:19][CH:20]=1)=[O:22], predict the reactants needed to synthesize it. The reactants are: [Cl:1][C:2]1[CH:3]=[C:4]2[C:8](=[CH:9][CH:10]=1)[NH:7][CH:6]=[C:5]2[CH2:11][CH2:12][NH:13][C:14](=[O:22])[C:15]1[CH:20]=[CH:19][CH:18]=[C:17](I)[CH:16]=1.[F:23][C:24]1[CH:25]=[C:26](B(O)O)[CH:27]=[CH:28][CH:29]=1.C(=O)([O-])[O-].[Na+].[Na+]. (2) The reactants are: Br[C:2]1[CH:3]=[C:4]([N:11]2[C:15](=[O:16])[N:14]([CH3:17])[N:13]=[N:12]2)[CH:5]=[C:6]([N+:8]([O-:10])=[O:9])[CH:7]=1.C([O-])([O-])=O.[Na+].[Na+].C[C:25]([N:27](C)C)=O. Given the product [CH3:17][N:14]1[C:15](=[O:16])[N:11]([C:4]2[CH:3]=[C:2]([CH:7]=[C:6]([N+:8]([O-:10])=[O:9])[CH:5]=2)[C:25]#[N:27])[N:12]=[N:13]1, predict the reactants needed to synthesize it. (3) Given the product [Br:1][C:2]1[CH:10]=[C:9]2[C:5]([C:6](=[CH:22][C:21]3[NH:20][CH:19]=[C:18]4[C:13](=[O:12])[O:14][CH2:15][CH2:16][C:17]=34)[C:7](=[O:11])[NH:8]2)=[CH:4][CH:3]=1, predict the reactants needed to synthesize it. The reactants are: [Br:1][C:2]1[CH:10]=[C:9]2[C:5]([CH2:6][C:7](=[O:11])[NH:8]2)=[CH:4][CH:3]=1.[O:12]=[C:13]1[C:18]2=[CH:19][NH:20][C:21]([CH:22]=O)=[C:17]2[CH2:16][CH2:15][O:14]1. (4) Given the product [C:1](=[O:23])([O:21][CH3:22])[O:2][C:3]1[CH:8]=[C:7]([NH2:9])[C:6]([C:12]([CH3:15])([CH3:14])[CH3:13])=[CH:5][C:4]=1[CH:16]1[CH2:20][CH2:19][CH2:18][CH2:17]1, predict the reactants needed to synthesize it. The reactants are: [C:1](=[O:23])([O:21][CH3:22])[O:2][C:3]1[CH:8]=[C:7]([N+:9]([O-])=O)[C:6]([C:12]([CH3:15])([CH3:14])[CH3:13])=[CH:5][C:4]=1[C:16]1[CH2:20][CH2:19][CH2:18][CH:17]=1.